From a dataset of Catalyst prediction with 721,799 reactions and 888 catalyst types from USPTO. Predict which catalyst facilitates the given reaction. (1) Reactant: [NH2:1][C:2]1[N:3]([CH3:24])[C:4](=[O:23])[C:5]2([C:15]3[C:10](=[CH:11][CH:12]=[C:13](Br)[CH:14]=3)[O:9][CH:8]([C:17]3[CH:22]=[CH:21][CH:20]=[CH:19][CH:18]=3)[CH2:7]2)[N:6]=1.[CH:25]([C:27]1[CH:28]=[C:29](B(O)O)[CH:30]=[CH:31][CH:32]=1)=[CH2:26]. Product: [NH2:1][C:2]1[N:3]([CH3:24])[C:4](=[O:23])[C:5]2([C:15]3[C:10](=[CH:11][CH:12]=[C:13]([C:31]4[CH:30]=[CH:29][CH:28]=[C:27]([CH:25]=[CH2:26])[CH:32]=4)[CH:14]=3)[O:9][CH:8]([C:17]3[CH:22]=[CH:21][CH:20]=[CH:19][CH:18]=3)[CH2:7]2)[N:6]=1. The catalyst class is: 806. (2) Reactant: [O:1]=[C:2]1[C@@H:8]2[C@@H:4]([CH2:5][CH2:6][NH:7]2)[N:3]1[S:9]([OH:12])(=[O:11])=[O:10].C([N:20]1[CH2:26][CH2:25][CH2:24][CH2:23][C@H:22]([NH:27][C:28](ON2C(=O)CCC2=O)=[O:29])[C:21]1=[O:38])C1C=CC=CC=1.C(=O)(O)[O-].[Na+]. Product: [O:1]=[C:2]1[C@@H:8]2[C@@H:4]([CH2:5][CH2:6][N:7]2[C:28]([NH:27][C@H:22]2[CH2:23][CH2:24][CH2:25][CH2:26][NH:20][C:21]2=[O:38])=[O:29])[N:3]1[S:9]([OH:12])(=[O:11])=[O:10]. The catalyst class is: 47. (3) Reactant: O/[CH:2]=[C:3]1\[C:4](=[O:13])[NH:5][C:6]2[C:11]\1=[C:10](C)[CH:9]=[CH:8][CH:7]=2.O/C=C1\C(=O)NC2C\1=CC=CC=2.[CH3:26][N:27]([CH3:45])[CH2:28][CH2:29][CH2:30][O:31][C:32]1[CH:44]=[CH:43][C:35]([CH2:36][C:37]2[CH:38]=[C:39]([NH2:42])[NH:40][N:41]=2)=[CH:34][CH:33]=1.NC1C=CNN=1. Product: [CH3:45][N:27]([CH3:26])[CH2:28][CH2:29][CH2:30][O:31][C:32]1[CH:44]=[CH:43][C:35]([CH2:36][C:37]2[CH:38]=[C:39]([NH:42][CH:2]=[C:3]3[C:11]4[C:6](=[CH:7][CH:8]=[CH:9][CH:10]=4)[NH:5][C:4]3=[O:13])[NH:40][N:41]=2)=[CH:34][CH:33]=1. The catalyst class is: 7. (4) The catalyst class is: 16. Product: [Br:40][C:41]1[C:42]([Cl:49])=[C:43]([O:8][C:7]2[C:6]([F:9])=[C:5]([CH3:10])[CH:4]=[CH:3][C:2]=2[Cl:1])[CH:44]=[C:45]([Cl:47])[CH:46]=1. Reactant: [Cl:1][C:2]1[C:7]([OH:8])=[C:6]([F:9])[C:5]([CH3:10])=[CH:4][CH:3]=1.C1OCCOCCOCCOCCOCCOC1.CC(C)([O-])C.[K+].C1COCC1.[Br:40][C:41]1[CH:46]=[C:45]([Cl:47])[CH:44]=[C:43](F)[C:42]=1[Cl:49]. (5) Reactant: [NH3:1].OC(C(F)(F)F)=O.OC(C(F)(F)F)=O.[Cl:16][C:17]1[CH:22]=[CH:21][C:20]([CH2:23][CH:24]([C:29]2[N:33]3[C:34](F)=[CH:35][C:36]([C:38]4[CH:43]=[CH:42][N:41]=[C:40]([NH:44][C:45]5[N:46]([CH3:50])[N:47]=[CH:48][CH:49]=5)[N:39]=4)=[CH:37][C:32]3=[N:31][N:30]=2)[CH2:25][C:26]([OH:28])=[O:27])=[CH:19][CH:18]=1.O. Product: [NH2:1][C:34]1[N:33]2[C:29]([CH:24]([CH2:23][C:20]3[CH:21]=[CH:22][C:17]([Cl:16])=[CH:18][CH:19]=3)[CH2:25][C:26]([OH:28])=[O:27])=[N:30][N:31]=[C:32]2[CH:37]=[C:36]([C:38]2[CH:43]=[CH:42][N:41]=[C:40]([NH:44][C:45]3[N:46]([CH3:50])[N:47]=[CH:48][CH:49]=3)[N:39]=2)[CH:35]=1. The catalyst class is: 16. (6) Reactant: [OH:1][C@@H:2]1[CH2:6][CH2:5][N:4]([C:7](=O)[C@@H:8]([NH:15][C:16](=O)[O-])[C:9]2[CH:14]=[CH:13][CH:12]=[CH:11][CH:10]=2)[CH2:3]1.[H-].[H-].[H-].[H-].[Li+].[Al+3].C(=O)([O-])[O-].[Na+].[Na+]. Product: [CH3:16][NH:15][C@@H:8]([C:9]1[CH:14]=[CH:13][CH:12]=[CH:11][CH:10]=1)[CH2:7][N:4]1[CH2:5][CH2:6][C@@H:2]([OH:1])[CH2:3]1. The catalyst class is: 7. (7) Reactant: [CH3:1][C:2]1[CH:8]=[CH:7][C:5]([NH2:6])=[C:4]([F:9])[CH:3]=1.[Br:10]N1C(=O)CCC1=O.O. Product: [Br:10][C:7]1[CH:8]=[C:2]([CH3:1])[CH:3]=[C:4]([F:9])[C:5]=1[NH2:6]. The catalyst class is: 15. (8) Reactant: [C:1](N)(=[O:3])[CH3:2].C=O.O.Cl.[NH:9]([CH2:14][C:15]([OH:17])=[O:16])[CH2:10][C:11]([OH:13])=[O:12].C(NCC(O)=O)(=O)C. Product: [C:1]([N:9]([CH2:14][C:15]([OH:17])=[O:16])[CH2:10][C:11]([OH:13])=[O:12])(=[O:3])[CH3:2]. The catalyst class is: 57.